From a dataset of Forward reaction prediction with 1.9M reactions from USPTO patents (1976-2016). Predict the product of the given reaction. (1) Given the reactants Br[CH:2]([CH2:11][CH3:12])[C:3]([C:5]1[CH:10]=[CH:9][CH:8]=[CH:7][N:6]=1)=O.[N:13]1[CH:18]=[CH:17][CH:16]=[N:15][C:14]=1[NH:19][C:20]([NH2:22])=[S:21], predict the reaction product. The product is: [CH2:11]([C:2]1[S:21][C:20]([NH:19][C:14]2[N:15]=[CH:16][CH:17]=[CH:18][N:13]=2)=[N:22][C:3]=1[C:5]1[CH:10]=[CH:9][CH:8]=[CH:7][N:6]=1)[CH3:12]. (2) Given the reactants [CH3:1][O:2][C:3]1[CH:8]=[C:7]([O:9][CH3:10])[CH:6]=[CH:5][C:4]=1B(O)O.Br[C:15]1[CH:24]=[CH:23][C:22]([N+:25]([O-:27])=[O:26])=[CH:21][C:16]=1[C:17]([O:19][CH3:20])=[O:18].C(=O)([O-])[O-].[Cs+].[Cs+].C(OCC)(=O)C, predict the reaction product. The product is: [CH3:1][O:2][C:3]1[CH:8]=[C:7]([O:9][CH3:10])[CH:6]=[CH:5][C:4]=1[C:15]1[CH:24]=[CH:23][C:22]([N+:25]([O-:27])=[O:26])=[CH:21][C:16]=1[C:17]([O:19][CH3:20])=[O:18]. (3) Given the reactants Br[CH2:2][C:3]1[CH:4]=[CH:5][C:6]2[O:10][C:9]([CH3:11])=[N:8][C:7]=2[CH:12]=1.[K].[C:14]1(=[O:24])[NH:18][C:17](=[O:19])[C:16]2=[CH:20][CH:21]=[CH:22][CH:23]=[C:15]12.O, predict the reaction product. The product is: [CH3:11][C:9]1[O:10][C:6]2[CH:5]=[CH:4][C:3]([CH2:2][N:18]3[C:14](=[O:24])[C:15]4[C:16](=[CH:20][CH:21]=[CH:22][CH:23]=4)[C:17]3=[O:19])=[CH:12][C:7]=2[N:8]=1. (4) Given the reactants [CH2:1]([N:8]1[CH2:13][CH2:12][C:11](=[O:14])[CH2:10][CH2:9]1)[C:2]1[CH:7]=[CH:6][CH:5]=[CH:4][CH:3]=1.[CH3:15][C:16]([CH3:19])([O-])[CH3:17].[K+].C(I)C(C)C, predict the reaction product. The product is: [CH2:1]([N:8]1[CH2:13][CH2:12][C:11](=[O:14])[CH:10]([CH2:15][CH:16]([CH3:19])[CH3:17])[CH2:9]1)[C:2]1[CH:3]=[CH:4][CH:5]=[CH:6][CH:7]=1. (5) Given the reactants [Cl:1][C:2]1[CH:7]=[CH:6][CH:5]=[C:4]([CH3:8])[C:3]=1[C:9]([F:16])([F:15])[C:10]([O:12][CH2:13][CH3:14])=[O:11].C1C(=O)N([Br:24])C(=O)C1.C(OOC(=O)C1C=CC=CC=1)(=O)C1C=CC=CC=1, predict the reaction product. The product is: [Br:24][CH2:8][C:4]1[CH:5]=[CH:6][CH:7]=[C:2]([Cl:1])[C:3]=1[C:9]([F:15])([F:16])[C:10]([O:12][CH2:13][CH3:14])=[O:11].